This data is from Forward reaction prediction with 1.9M reactions from USPTO patents (1976-2016). The task is: Predict the product of the given reaction. (1) The product is: [OH:21][CH2:20][CH:4]1[CH2:5][CH:6]2[N:9]([C:10]([O:12][CH2:13][C:14]3[CH:15]=[CH:16][CH:17]=[CH:18][CH:19]=3)=[O:11])[CH:3]1[CH2:8][CH2:7]2. Given the reactants [BH4-].[Li+].[CH:3]12[N:9]([C:10]([O:12][CH2:13][C:14]3[CH:19]=[CH:18][CH:17]=[CH:16][CH:15]=3)=[O:11])[CH:6]([CH2:7][CH2:8]1)[CH2:5][CH:4]2[C:20](OCC)=[O:21], predict the reaction product. (2) Given the reactants Cl[CH:2]([C:14]1[CH:19]=[CH:18][CH:17]=[CH:16][CH:15]=1)[C:3]([C:5]1[C:13]2[C:8](=[CH:9][CH:10]=[CH:11][CH:12]=2)[NH:7][CH:6]=1)=[O:4].[CH3:20][N:21]([CH3:34])[CH2:22][CH2:23][O:24][C:25]1[CH:26]=[C:27]([CH:29]=[C:30]([O:32][CH3:33])[CH:31]=1)[NH2:28], predict the reaction product. The product is: [CH3:34][N:21]([CH3:20])[CH2:22][CH2:23][O:24][C:25]1[CH:26]=[C:27]([NH:28][CH:2]([C:14]2[CH:19]=[CH:18][CH:17]=[CH:16][CH:15]=2)[C:3]([C:5]2[C:13]3[C:8](=[CH:9][CH:10]=[CH:11][CH:12]=3)[NH:7][CH:6]=2)=[O:4])[CH:29]=[C:30]([O:32][CH3:33])[CH:31]=1. (3) The product is: [F:15][C:16]1[CH:17]=[CH:18][C:19]([O:25][CH:26]([CH3:28])[CH3:27])=[C:20]([CH:24]=1)[CH2:21][N:22]([CH3:23])[C:12](=[O:14])[CH2:11][CH2:10][CH2:9][S:8][C:5]1[CH:4]=[CH:3][C:2]([F:1])=[CH:7][CH:6]=1. Given the reactants [F:1][C:2]1[CH:7]=[CH:6][C:5]([S:8][CH2:9][CH2:10][CH2:11][C:12]([OH:14])=O)=[CH:4][CH:3]=1.[F:15][C:16]1[CH:17]=[CH:18][C:19]([O:25][CH:26]([CH3:28])[CH3:27])=[C:20]([CH:24]=1)[CH2:21][NH:22][CH3:23], predict the reaction product. (4) Given the reactants [C:1]([O:5][C:6]([N:8]1[C:16]2[C:11](=[CH:12][CH:13]=[CH:14][CH:15]=2)[C:10](/[CH:17]=[CH:18]/[C:19]([OH:21])=O)=[CH:9]1)=[O:7])([CH3:4])([CH3:3])[CH3:2].[C:22]1([S:28]([NH:31][NH2:32])(=[O:30])=[O:29])[CH:27]=[CH:26][CH:25]=[CH:24][CH:23]=1.CN(C(ON1N=NC2C=CC=NC1=2)=[N+](C)C)C.F[P-](F)(F)(F)(F)F.C(N(CC)C(C)C)(C)C, predict the reaction product. The product is: [O:21]=[C:19]([NH:32][NH:31][S:28]([C:22]1[CH:27]=[CH:26][CH:25]=[CH:24][CH:23]=1)(=[O:29])=[O:30])/[CH:18]=[CH:17]/[C:10]1[C:11]2[C:16](=[CH:15][CH:14]=[CH:13][CH:12]=2)[N:8]([C:6]([O:5][C:1]([CH3:4])([CH3:3])[CH3:2])=[O:7])[CH:9]=1.